From a dataset of Full USPTO retrosynthesis dataset with 1.9M reactions from patents (1976-2016). Predict the reactants needed to synthesize the given product. (1) Given the product [ClH:20].[O:7]1[C:11]2[CH:12]=[CH:13][CH:14]=[C:15]([O:16][CH2:17][CH2:18][O:19][C:21]3[C:22]([N:31]4[CH2:36][CH2:35][NH:34][CH2:33][CH:32]4[CH3:44])=[N:23][C:24]4[C:29](=[CH:28][CH:27]=[CH:26][CH:25]=4)[N:30]=3)[C:10]=2[O:9][CH2:8]1, predict the reactants needed to synthesize it. The reactants are: O(C(C)(C)C)[K].[O:7]1[C:11]2[CH:12]=[CH:13][CH:14]=[C:15]([O:16][CH2:17][CH2:18][OH:19])[C:10]=2[O:9][CH2:8]1.[Cl:20][C:21]1[C:22]([N:31]2[CH2:36][CH2:35][N:34](C(OC(C)(C)C)=O)[CH2:33][CH:32]2[CH3:44])=[N:23][C:24]2[C:29]([N:30]=1)=[CH:28][CH:27]=[CH:26][CH:25]=2. (2) Given the product [CH3:45][S:46]([OH:49])(=[O:48])=[O:47].[CH3:45][S:46]([OH:49])(=[O:48])=[O:47].[C:37]([C:32]1[C:33]([O:35][CH3:36])=[CH:34][C:29]([C:26]2[CH:25]=[CH:24][C:23]([N:21]([CH3:22])[CH2:20][CH2:19][N:18]([C:15]3[CH:16]=[CH:17][C:12]([C:7]4[CH:6]=[C:5]([O:43][CH3:44])[C:4]([C:1](=[O:3])[CH3:2])=[C:9]([O:10][CH3:11])[CH:8]=4)=[N:13][CH:14]=3)[CH3:42])=[CH:28][N:27]=2)=[CH:30][C:31]=1[O:40][CH3:41])(=[O:39])[CH3:38], predict the reactants needed to synthesize it. The reactants are: [C:1]([C:4]1[C:9]([O:10][CH3:11])=[CH:8][C:7]([C:12]2[CH:17]=[CH:16][C:15]([N:18]([CH3:42])[CH2:19][CH2:20][N:21]([C:23]3[CH:24]=[CH:25][C:26]([C:29]4[CH:34]=[C:33]([O:35][CH3:36])[C:32]([C:37](=[O:39])[CH3:38])=[C:31]([O:40][CH3:41])[CH:30]=4)=[N:27][CH:28]=3)[CH3:22])=[CH:14][N:13]=2)=[CH:6][C:5]=1[O:43][CH3:44])(=[O:3])[CH3:2].[CH3:45][S:46]([OH:49])(=[O:48])=[O:47].CO. (3) Given the product [Cl:1][C:2]1[CH:7]=[C:6]([O:8][CH3:9])[C:5]([F:10])=[C:4]([SH:11])[CH:3]=1, predict the reactants needed to synthesize it. The reactants are: [Cl:1][C:2]1[CH:3]=[C:4]([S:11](C)=O)[C:5]([F:10])=[C:6]([O:8][CH3:9])[CH:7]=1.C(OC(C(F)(F)F)=O)(C(F)(F)F)=O. (4) Given the product [CH3:12][C:4]1[CH:9]=[C:8]([CH:7]=[CH:6][CH:5]=1)[C:1]([S:3][CH2:14][C:15]([OH:17])=[O:16])=[S:2], predict the reactants needed to synthesize it. The reactants are: [C:1](=[S:3])=[S:2].[C:4]1([CH3:12])[CH:9]=[CH:8][CH:7]=[C:6]([Mg]Br)[CH:5]=1.Cl[CH2:14][C:15]([OH:17])=[O:16].C(=O)([O-])O.[Na+]. (5) Given the product [C:1]([O:25][CH2:24]/[CH:23]=[CH:22]/[CH2:21][OH:26])([C:14]1[CH:19]=[CH:18][CH:17]=[CH:16][CH:15]=1)([C:8]1[CH:13]=[CH:12][CH:11]=[CH:10][CH:9]=1)[C:2]1[CH:7]=[CH:6][CH:5]=[CH:4][CH:3]=1, predict the reactants needed to synthesize it. The reactants are: [C:1](Cl)([C:14]1[CH:19]=[CH:18][CH:17]=[CH:16][CH:15]=1)([C:8]1[CH:13]=[CH:12][CH:11]=[CH:10][CH:9]=1)[C:2]1[CH:7]=[CH:6][CH:5]=[CH:4][CH:3]=1.[CH2:21]([OH:26])/[CH:22]=[CH:23]/[CH2:24][OH:25].CCCCCC.CCOC(C)=O.O. (6) Given the product [C:1]([N:26]1[CH2:27][CH2:28][CH:24]([NH:23][CH2:22][C:20]([O:19][C:15]([CH3:18])([CH3:16])[CH3:17])=[O:21])[CH2:25]1)(=[O:3])[CH3:2], predict the reactants needed to synthesize it. The reactants are: [C:1](OC(=O)C)(=[O:3])[CH3:2].C(N(CC)CC)C.[C:15]([O:19][C:20]([CH2:22][NH:23][CH:24]1[CH2:28][CH2:27][NH:26][CH2:25]1)=[O:21])([CH3:18])([CH3:17])[CH3:16]. (7) Given the product [CH2:1]([O:8][C:9]1[CH:14]=[CH:13][C:12]([N:15]([CH3:27])[C:16]([C:18]2[CH:19]=[C:20]([Br:28])[N:21]3[C:26]=2[CH2:25][CH2:24][CH2:23][CH2:22]3)=[O:17])=[CH:11][CH:10]=1)[C:2]1[CH:7]=[CH:6][CH:5]=[CH:4][CH:3]=1, predict the reactants needed to synthesize it. The reactants are: [CH2:1]([O:8][C:9]1[CH:14]=[CH:13][C:12]([N:15]([CH3:27])[C:16]([C:18]2[CH:19]=[CH:20][N:21]3[C:26]=2[CH2:25][CH2:24][CH2:23][CH2:22]3)=[O:17])=[CH:11][CH:10]=1)[C:2]1[CH:7]=[CH:6][CH:5]=[CH:4][CH:3]=1.[Br:28]N1C(=O)CCC1=O. (8) Given the product [CH3:14][S:13][CH:7]1[C:6]2[C:10](=[CH:11][C:3]([CH2:2][O:1][Si:15]([C:18]([CH3:21])([CH3:20])[CH3:19])([CH3:17])[CH3:16])=[CH:4][CH:5]=2)[NH:9][C:8]1=[O:12], predict the reactants needed to synthesize it. The reactants are: [OH:1][CH2:2][C:3]1[CH:11]=[C:10]2[C:6]([CH:7]([S:13][CH3:14])[C:8](=[O:12])[NH:9]2)=[CH:5][CH:4]=1.[Si:15](Cl)([C:18]([CH3:21])([CH3:20])[CH3:19])([CH3:17])[CH3:16].N1C=CN=C1.